Dataset: Catalyst prediction with 721,799 reactions and 888 catalyst types from USPTO. Task: Predict which catalyst facilitates the given reaction. (1) Reactant: [F:1][C:2]([F:34])([CH:8]([OH:33])[C:9]1[CH:14]=[CH:13][C:12]([C:15]2[CH:20]=[C:19]([NH:21][C:22]3[N:27]=[C:26]([C:28]([F:31])([F:30])[F:29])[CH:25]=[CH:24][N:23]=3)[CH:18]=[C:17]([CH3:32])[CH:16]=2)=[CH:11][N:10]=1)[C:3]([O:5][CH2:6][CH3:7])=[O:4].C1CCN2C(=NCCC2)CC1.[C:46](=[S:48])=[S:47].[CH3:49]I. Product: [F:34][C:2]([F:1])([CH:8]([O:33][C:46]([S:48][CH3:49])=[S:47])[C:9]1[CH:14]=[CH:13][C:12]([C:15]2[CH:20]=[C:19]([NH:21][C:22]3[N:27]=[C:26]([C:28]([F:29])([F:30])[F:31])[CH:25]=[CH:24][N:23]=3)[CH:18]=[C:17]([CH3:32])[CH:16]=2)=[CH:11][N:10]=1)[C:3]([O:5][CH2:6][CH3:7])=[O:4]. The catalyst class is: 136. (2) The catalyst class is: 13. Product: [CH3:13][C:9]1[N:8]=[C:7]([O:6][C:5]2[CH:4]=[C:3]([CH:16]=[CH:15][CH:14]=2)[CH2:2][P:20](=[O:24])([O:21][CH2:22][CH3:23])[O:19][CH2:17][CH3:18])[CH:12]=[CH:11][CH:10]=1. Reactant: Cl[CH2:2][C:3]1[CH:4]=[C:5]([CH:14]=[CH:15][CH:16]=1)[O:6][C:7]1[CH:12]=[CH:11][CH:10]=[C:9]([CH3:13])[N:8]=1.[CH2:17]([O:19][P:20]([O:24]CC)[O:21][CH2:22][CH3:23])[CH3:18].O. (3) Reactant: [N+:1]([C:4]1[CH:15]=[CH:14][C:7]([C@@H:8]([CH2:10][C:11]([OH:13])=[O:12])[NH2:9])=[CH:6][CH:5]=1)([O-:3])=[O:2].[OH-].[Na+].[C:18](OC(=O)C)(=[O:20])[CH3:19].Cl. Product: [C:18]([NH:9][C@H:8]([CH2:10][C:11]([OH:13])=[O:12])[C:7]1[CH:6]=[CH:5][C:4]([N+:1]([O-:3])=[O:2])=[CH:15][CH:14]=1)(=[O:20])[CH3:19]. The catalyst class is: 6. (4) Product: [CH3:18][O:17][C:15](=[O:16])[CH:14]([N:5]([CH2:6][C:7]1[CH:12]=[CH:11][CH:10]=[CH:9][CH:8]=1)[CH3:4])[C:19]([O:21][CH3:22])=[O:20]. The catalyst class is: 11. Reactant: C(#N)C.[CH3:4][NH:5][CH2:6][C:7]1[CH:12]=[CH:11][CH:10]=[CH:9][CH:8]=1.Br[CH:14]([C:19]([O:21][CH3:22])=[O:20])[C:15]([O:17][CH3:18])=[O:16]. (5) Product: [CH2:1]([C:3]1[CH:4]=[C:5]2[C:10](=[CH:11][CH:12]=1)[N:9]([CH3:13])[CH2:8][CH2:7]/[C:6]/2=[N:22]\[OH:23])[CH3:2]. The catalyst class is: 412. Reactant: [CH2:1]([C:3]1[CH:4]=[C:5]2[C:10](=[CH:11][CH:12]=1)[N:9]([CH3:13])[CH2:8][CH2:7][C:6]2=O)[CH3:2].N1C=CC=CC=1.Cl.[NH2:22][OH:23].O. (6) Reactant: [CH3:1][C:2](=[N:4][OH:5])[CH3:3].CC(C)([O-])C.[K+].[CH3:12][O:13][C:14](=[O:24])[C:15]1[CH:20]=[CH:19][C:18]([C:21]#[N:22])=[C:17](F)[CH:16]=1. Product: [CH3:12][O:13][C:14](=[O:24])[C:15]1[CH:20]=[CH:19][C:18]([C:21]#[N:22])=[C:17]([O:5][N:4]=[C:2]([CH3:3])[CH3:1])[CH:16]=1. The catalyst class is: 1. (7) Reactant: N1C=CC=CC=1.[Br:7][C:8]1[CH:16]=[C:15]2[C:11]([C:12]([NH:25][C:26](=[O:30])[CH2:27][CH2:28][CH3:29])=[N:13][N:14]2[CH2:17][O:18][CH2:19][CH2:20][Si:21]([CH3:24])([CH3:23])[CH3:22])=[CH:10][CH:9]=1.[Br:31]Br. Product: [Br:31][C:9]1[CH:10]=[C:11]2[C:15](=[CH:16][C:8]=1[Br:7])[N:14]([CH2:17][O:18][CH2:19][CH2:20][Si:21]([CH3:24])([CH3:22])[CH3:23])[N:13]=[C:12]2[NH:25][C:26](=[O:30])[CH2:27][CH2:28][CH3:29]. The catalyst class is: 373. (8) Reactant: [CH3:1][C@H:2]1[CH2:33][C:32]([CH3:34])=[CH:31][C@@H:30]([CH2:35][CH:36]=[CH2:37])[C:28](=[O:29])[CH2:27][C@H:26]([OH:38])[C@@H:25]([CH3:39])[C@@H:24](/[C:40](/[CH3:51])=[CH:41]/[C@H:42]2[CH2:47][C@@H:46]([O:48][CH3:49])[C@H:45]([OH:50])[CH2:44][CH2:43]2)[O:23][C:21](=[O:22])[C@H:20]2[N:15]([CH2:16][CH2:17][CH2:18][CH2:19]2)[C:13](=[O:14])[C:11](=[O:12])[C@:9]2([OH:52])[O:10][C@@H:5]([C@@H:6]([O:54][CH3:55])[CH2:7][C@H:8]2[CH3:53])[C@@H:4]([O:56][CH3:57])[CH2:3]1.[N+:58]([C:61]1[CH:69]=[CH:68][C:64]([C:65](Cl)=[O:66])=[CH:63][CH:62]=1)([O-:60])=[O:59]. Product: [CH2:35]([CH:30]1[CH:31]=[C:32]([CH3:34])[CH2:33][CH:2]([CH3:1])[CH2:3][CH:4]([O:56][CH3:57])[CH:5]2[O:10][C:9]([OH:52])([CH:8]([CH3:53])[CH2:7][CH:6]2[O:54][CH3:55])[C:11](=[O:12])[C:13](=[O:14])[N:15]2[CH:20]([CH2:19][CH2:18][CH2:17][CH2:16]2)[C:21](=[O:22])[O:23][CH:24]([C:40]([CH3:51])=[CH:41][CH:42]2[CH2:43][CH2:44][CH:45]([O:50][C:65](=[O:66])[C:64]3[CH:63]=[CH:62][C:61]([N+:58]([O-:60])=[O:59])=[CH:69][CH:68]=3)[CH:46]([O:48][CH3:49])[CH2:47]2)[CH:25]([CH3:39])[CH:26]([OH:38])[CH2:27][C:28]1=[O:29])[CH:36]=[CH2:37]. The catalyst class is: 300.